From a dataset of Reaction yield outcomes from USPTO patents with 853,638 reactions. Predict the reaction yield, written as a fraction of the theoretical maximum amount of product (1.0 means a 100% yield; for example, 0.34 means a 34% yield). The reactants are [CH3:1][C:2]1[N:11]([CH:12]2[CH2:17][CH2:16][C:15](=[O:18])[NH:14][C:13]2=[O:19])[C:10](=[O:20])[C:9]2[C:4](=[CH:5][C:6]([N+:21]([O-])=O)=[CH:7][CH:8]=2)[N:3]=1. The catalyst is C1CCCCC=1.CN(C=O)C.[OH-].[OH-].[Pd+2]. The product is [NH2:21][C:6]1[CH:5]=[C:4]2[C:9]([C:10](=[O:20])[N:11]([CH:12]3[CH2:17][CH2:16][C:15](=[O:18])[NH:14][C:13]3=[O:19])[C:2]([CH3:1])=[N:3]2)=[CH:8][CH:7]=1. The yield is 0.710.